Dataset: Catalyst prediction with 721,799 reactions and 888 catalyst types from USPTO. Task: Predict which catalyst facilitates the given reaction. Reactant: [N+:1]([C:4]1[CH:9]=[CH:8][CH:7]=[CH:6][C:5]=1[C:10]1[CH:15]=[CH:14][C:13]([N:16]2[C:28]3[CH:27]=[C:26]([C:29]4[CH:34]=[CH:33][CH:32]=[CH:31][N:30]=4)[CH:25]=[CH:24][C:23]=3[C:22]3[C:17]2=[CH:18][CH:19]=[CH:20][CH:21]=3)=[CH:12][CH:11]=1)([O-])=O.C1C=CC(P(C2C=CC=CC=2)C2C=CC=CC=2)=CC=1. Product: [N:30]1[CH:31]=[CH:32][CH:33]=[CH:34][C:29]=1[C:26]1[CH:25]=[CH:24][C:23]2[C:22]3[C:17](=[CH:18][CH:19]=[CH:20][CH:21]=3)[N:16]([C:13]3[CH:14]=[CH:15][C:10]4[C:5]5[C:4](=[CH:9][CH:8]=[CH:7][CH:6]=5)[NH:1][C:11]=4[CH:12]=3)[C:28]=2[CH:27]=1. The catalyst class is: 262.